Dataset: Forward reaction prediction with 1.9M reactions from USPTO patents (1976-2016). Task: Predict the product of the given reaction. (1) Given the reactants [C:1]([C:5]1[CH:12]=[CH:11][C:8]([CH:9]=O)=[CH:7][CH:6]=1)([CH3:4])([CH3:3])[CH3:2].[NH2:13][C:14]1[S:15][C:16]([CH3:19])=[N:17][N:18]=1.C([O:22][C:23](=O)[C:24]([OH:41])=[CH:25][C:26]([C:28]1[CH:33]=[CH:32][C:31]([O:34][CH2:35][C:36](=[O:40])[N:37]([CH3:39])[CH3:38])=[CH:30][CH:29]=1)=[O:27])C, predict the reaction product. The product is: [C:1]([C:5]1[CH:12]=[CH:11][C:8]([CH:9]2[C:25]([C:26]([C:28]3[CH:33]=[CH:32][C:31]([O:34][CH2:35][C:36]([N:37]([CH3:39])[CH3:38])=[O:40])=[CH:30][CH:29]=3)=[O:27])=[C:24]([OH:41])[C:23](=[O:22])[N:13]2[C:14]2[S:15][C:16]([CH3:19])=[N:17][N:18]=2)=[CH:7][CH:6]=1)([CH3:4])([CH3:3])[CH3:2]. (2) Given the reactants [CH3:1][O:2][C:3]1[CH:4]=[C:5]([NH:11][C:12]([C:14]2[CH:15]=[C:16]3[C:20](=[CH:21][CH:22]=2)[NH:19][C:18]([CH2:23][CH2:24][CH2:25][N:26](C)[C:27](=O)OC(C)(C)C)=[CH:17]3)=[O:13])[CH:6]=[CH:7][C:8]=1[O:9][CH3:10].ClCCl.Cl, predict the reaction product. The product is: [CH3:1][O:2][C:3]1[CH:4]=[C:5]([NH:11][C:12]([C:14]2[CH:15]=[C:16]3[C:20](=[CH:21][CH:22]=2)[NH:19][C:18]([CH2:23][CH2:24][CH2:25][NH:26][CH3:27])=[CH:17]3)=[O:13])[CH:6]=[CH:7][C:8]=1[O:9][CH3:10].